From a dataset of Full USPTO retrosynthesis dataset with 1.9M reactions from patents (1976-2016). Predict the reactants needed to synthesize the given product. (1) Given the product [F:1][C:2]([F:7])([F:6])[C:3]([OH:5])=[O:4].[C:57]1([CH:56]([C:63]2[CH:64]=[CH:65][CH:66]=[CH:67][CH:68]=2)[CH2:55][NH:54][C:35]2[N:34]=[C:33]([N:30]3[CH2:31][CH2:32][C@@H:28]([NH:27][C:25](=[O:26])[NH:24][C@@H:21]4[CH2:22][CH2:23][N:19]([C:17]([C:13]5[CH:12]=[CH:11][C:2]([C:3]([OH:5])=[O:4])=[CH:15][CH:14]=5)=[O:18])[CH2:20]4)[CH2:29]3)[N:41]=[C:40]3[C:36]=2[N:37]=[CH:38][N:39]3[C@H:42]2[C@H:46]([OH:47])[C@H:45]([OH:48])[C@@H:44]([C:49](=[O:53])[NH:50][CH2:51][CH3:52])[O:43]2)[CH:58]=[CH:59][CH:60]=[CH:61][CH:62]=1, predict the reactants needed to synthesize it. The reactants are: [F:1][C:2]([F:7])([F:6])[C:3]([OH:5])=[O:4].COC(=O)[C:11]1C=[CH:15][CH:14]=[C:13]([C:17]([N:19]2[CH2:23][CH2:22][C@@H:21]([NH:24][C:25]([NH:27][C@@H:28]3[CH2:32][CH2:31][N:30]([C:33]4[N:41]=[C:40]5[C:36]([N:37]=[CH:38][N:39]5[C@H:42]5[C@H:46]([OH:47])[C@H:45]([OH:48])[C@@H:44]([C:49](=[O:53])[NH:50][CH2:51][CH3:52])[O:43]5)=[C:35]([NH:54][CH2:55][CH:56]([C:63]5[CH:68]=[CH:67][CH:66]=[CH:65][CH:64]=5)[C:57]5[CH:62]=[CH:61][CH:60]=[CH:59][CH:58]=5)[N:34]=4)[CH2:29]3)=[O:26])[CH2:20]2)=[O:18])[CH:12]=1.[OH-].[K+]. (2) Given the product [Cl:14][C:15]1[CH:16]=[C:17]([CH:25]=[CH:26][CH:27]=1)[CH2:18][N:19]1[CH:23]=[N:22][C:21]([NH:24][CH:10]2[CH2:11][CH2:12][N:7]([C:5]3[O:6][C:2]([CH3:1])=[N:3][N:4]=3)[CH2:8][CH2:9]2)=[N:20]1, predict the reactants needed to synthesize it. The reactants are: [CH3:1][C:2]1[O:6][C:5]([N:7]2[CH2:12][CH2:11][C:10](=O)[CH2:9][CH2:8]2)=[N:4][N:3]=1.[Cl:14][C:15]1[CH:16]=[C:17]([CH:25]=[CH:26][CH:27]=1)[CH2:18][N:19]1[CH:23]=[N:22][C:21]([NH2:24])=[N:20]1.C(O)C.[BH4-].[Na+]. (3) Given the product [F:24][C:19]1[CH:20]=[CH:21][CH:22]=[CH:23][C:18]=1[CH2:17][N:10]1[C:11]2=[N:12][CH:13]=[CH:14][CH:15]=[C:16]2[C:8]([C:5]2[N:6]=[N:7][C:2]([C:31]3[CH:30]=[CH:29][N:28]=[C:27]([CH3:26])[CH:32]=3)=[C:3]([NH2:25])[N:4]=2)=[N:9]1, predict the reactants needed to synthesize it. The reactants are: Cl[C:2]1[N:7]=[N:6][C:5]([C:8]2[C:16]3[C:11](=[N:12][CH:13]=[CH:14][CH:15]=3)[N:10]([CH2:17][C:18]3[CH:23]=[CH:22][CH:21]=[CH:20][C:19]=3[F:24])[N:9]=2)=[N:4][C:3]=1[NH2:25].[CH3:26][C:27]1[CH:32]=[C:31](B(O)O)[CH:30]=[CH:29][N:28]=1.C(=O)([O-])[O-].[K+].[K+].C1(P(C2CCCCC2)C2CCCCC2)CCCCC1. (4) Given the product [Br:8][C:9]1[CH:10]=[N:11][CH:12]=[C:13]([CH:7]=[CH:6][CH2:5][S:2]([CH3:1])(=[O:4])=[O:3])[CH:14]=1, predict the reactants needed to synthesize it. The reactants are: [CH3:1][S:2]([CH2:5][CH:6]=[CH2:7])(=[O:4])=[O:3].[Br:8][C:9]1[CH:10]=[N:11][CH:12]=[C:13](Br)[CH:14]=1.CC([O-])=O.[Na+].C1C=CC(P(C2C=CC=CC=2)C2C=CC=CC=2)=CC=1.